This data is from Peptide-MHC class II binding affinity with 134,281 pairs from IEDB. The task is: Regression. Given a peptide amino acid sequence and an MHC pseudo amino acid sequence, predict their binding affinity value. This is MHC class II binding data. (1) The peptide sequence is GELQIMDKIDAAFKI. The MHC is DRB3_0202 with pseudo-sequence DRB3_0202. The binding affinity (normalized) is 0.200. (2) The peptide sequence is YFRNEQSIPPLIKKY. The MHC is DRB1_0802 with pseudo-sequence DRB1_0802. The binding affinity (normalized) is 0.346. (3) The peptide sequence is AAAKYRAAAAAAA. The MHC is H-2-IAk with pseudo-sequence H-2-IAk. The binding affinity (normalized) is 0.0980. (4) The binding affinity (normalized) is 0.758. The MHC is DRB1_0701 with pseudo-sequence DRB1_0701. The peptide sequence is TLTEALRVIAGTLEV.